This data is from Catalyst prediction with 721,799 reactions and 888 catalyst types from USPTO. The task is: Predict which catalyst facilitates the given reaction. Reactant: [OH:1][C:2]1[CH:7]=[C:6](O)[CH:5]=[C:4]([OH:9])[CH:3]=1.[NH3:10]. Product: [OH:1][C:2]1[CH:7]=[C:6]([CH:5]=[C:4]([OH:9])[CH:3]=1)[NH2:10]. The catalyst class is: 6.